From a dataset of Reaction yield outcomes from USPTO patents with 853,638 reactions. Predict the reaction yield, written as a fraction of the theoretical maximum amount of product (1.0 means a 100% yield; for example, 0.34 means a 34% yield). (1) The reactants are [CH2:1]1[CH:10]2[CH:5]([CH2:6][CH2:7][CH2:8][CH2:9]2)CC[CH2:2]1.[O:11]=O.[C:13]([OH:16])(=O)[CH3:14]. No catalyst specified. The product is [OH:11][CH:14]1[CH:13]([OH:16])[CH:5]2[CH:10]([CH2:9][CH2:8][CH2:7][CH2:6]2)[CH2:1][CH2:2]1. The yield is 0.700. (2) The reactants are C[Si]([N-][Si](C)(C)C)(C)C.[Na+].[CH3:11][N:12]([CH3:48])[CH2:13][CH2:14][O:15][C:16]1[CH:17]=[C:18]([NH:22][C:23]2[N:28]=[C:27]([C:29]3[N:33]4[CH:34]=[CH:35][CH:36]=[CH:37][C:32]4=[N:31][C:30]=3[C:38]3[CH:39]=[C:40]([CH:45]=[CH:46][CH:47]=3)[C:41](OC)=[O:42])[CH:26]=[CH:25][N:24]=2)[CH:19]=[CH:20][CH:21]=1.[Cl:49][C:50]1[CH:51]=[CH:52][C:53]([F:57])=[C:54]([CH:56]=1)[NH2:55]. The catalyst is C1COCC1. The product is [Cl:49][C:50]1[CH:51]=[CH:52][C:53]([F:57])=[C:54]([NH:55][C:41](=[O:42])[C:40]2[CH:45]=[CH:46][CH:47]=[C:38]([C:30]3[N:31]=[C:32]4[CH:37]=[CH:36][CH:35]=[CH:34][N:33]4[C:29]=3[C:27]3[CH:26]=[CH:25][N:24]=[C:23]([NH:22][C:18]4[CH:19]=[CH:20][CH:21]=[C:16]([O:15][CH2:14][CH2:13][N:12]([CH3:11])[CH3:48])[CH:17]=4)[N:28]=3)[CH:39]=2)[CH:56]=1. The yield is 0.940. (3) The yield is 0.920. The reactants are F[C:2]1[N:7]=[C:6]([N:8]2[CH2:13][CH2:12][N:11]([C:14]([O:16][C:17]([CH3:20])([CH3:19])[CH3:18])=[O:15])[CH2:10][CH2:9]2)[CH:5]=[CH:4][C:3]=1[C:21]([O:23][CH3:24])=[O:22].C[C:26](C)([O-:28])C.[K+]. The catalyst is CO.ClCCl. The product is [CH3:26][O:28][C:2]1[N:7]=[C:6]([N:8]2[CH2:13][CH2:12][N:11]([C:14]([O:16][C:17]([CH3:20])([CH3:19])[CH3:18])=[O:15])[CH2:10][CH2:9]2)[CH:5]=[CH:4][C:3]=1[C:21]([O:23][CH3:24])=[O:22]. (4) The reactants are [C:1]1([C:36]2[CH:41]=[CH:40][CH:39]=[CH:38][CH:37]=2)[CH:6]=[CH:5][C:4]([C:7]([N:9]2[CH2:13][C:12](=[N:14][O:15][CH3:16])[CH2:11][C@H:10]2[C:17]2[N:21]=[C:20]([CH2:22][N:23]3[CH2:28][CH2:27][N:26](C(OC(C)(C)C)=O)[CH2:25][CH2:24]3)[O:19][N:18]=2)=[O:8])=[CH:3][CH:2]=1.C(O)(C(F)(F)F)=O.C(Cl)Cl.C(=O)([O-])[O-].[Na+].[Na+]. No catalyst specified. The product is [CH3:16][O:15][N:14]=[C:12]1[CH2:11][C@@H:10]([C:17]2[N:21]=[C:20]([CH2:22][N:23]3[CH2:24][CH2:25][NH:26][CH2:27][CH2:28]3)[O:19][N:18]=2)[N:9]([C:7]([C:4]2[CH:5]=[CH:6][C:1]([C:36]3[CH:41]=[CH:40][CH:39]=[CH:38][CH:37]=3)=[CH:2][CH:3]=2)=[O:8])[CH2:13]1. The yield is 0.850.